This data is from Full USPTO retrosynthesis dataset with 1.9M reactions from patents (1976-2016). The task is: Predict the reactants needed to synthesize the given product. (1) The reactants are: [CH2:1]([NH:8][C:9]([NH:11][N:12]([CH2:14][C:15]([OH:17])=O)[CH3:13])=[O:10])[C:2]1[CH:7]=[CH:6][CH:5]=[CH:4][CH:3]=1.[NH2:18][C@@H:19]([CH2:43][C:44]1[C:49]([CH3:50])=[CH:48][C:47]([OH:51])=[CH:46][C:45]=1[CH3:52])[C:20]([N:22]([C@@H:34]([CH3:42])[CH:35]([O:39][CH2:40][CH3:41])[O:36][CH2:37][CH3:38])[CH2:23][C:24]1[CH:25]=[CH:26][CH:27]=[C:28]2[C:33]=1[N:32]=[CH:31][CH:30]=[CH:29]2)=[O:21].[Cl-].COC1N=C(OC)N=C([N+]2(C)CCOCC2)N=1. Given the product [CH2:1]([NH:8][C:9]([NH:11][N:12]([CH2:14][C:15]([NH:18][C@@H:19]([CH2:43][C:44]1[C:49]([CH3:50])=[CH:48][C:47]([OH:51])=[CH:46][C:45]=1[CH3:52])[C:20]([N:22]([C@@H:34]([CH3:42])[CH:35]([O:39][CH2:40][CH3:41])[O:36][CH2:37][CH3:38])[CH2:23][C:24]1[CH:25]=[CH:26][CH:27]=[C:28]2[C:33]=1[N:32]=[CH:31][CH:30]=[CH:29]2)=[O:21])=[O:17])[CH3:13])=[O:10])[C:2]1[CH:3]=[CH:4][CH:5]=[CH:6][CH:7]=1, predict the reactants needed to synthesize it. (2) Given the product [Br:1][C:2]1[CH:29]=[CH:28][C:5]([CH2:6][C:7]2[S:8][C:9]([CH3:27])=[C:10]([CH3:26])[C:11]=2[C:12]([C:14]2[CH:19]=[CH:18][C:17]([O:20][S:38]([C:36]3[CH:35]=[N:34][N:33]([CH3:32])[CH:37]=3)(=[O:40])=[O:39])=[C:16]([CH:21]3[CH2:25][CH2:24][CH2:23][CH2:22]3)[CH:15]=2)=[O:13])=[CH:4][CH:3]=1, predict the reactants needed to synthesize it. The reactants are: [Br:1][C:2]1[CH:29]=[CH:28][C:5]([CH2:6][C:7]2[S:8][C:9]([CH3:27])=[C:10]([CH3:26])[C:11]=2[C:12]([C:14]2[CH:19]=[CH:18][C:17]([OH:20])=[C:16]([CH:21]3[CH2:25][CH2:24][CH2:23][CH2:22]3)[CH:15]=2)=[O:13])=[CH:4][CH:3]=1.[H-].[Na+].[CH3:32][N:33]1[CH:37]=[C:36]([S:38](Cl)(=[O:40])=[O:39])[CH:35]=[N:34]1. (3) Given the product [Cl:1][C:2]1[CH:3]=[CH:4][CH:5]=[C:6]2[C:10]=1[C:9](=[O:11])[N:8]([C:12]1[CH:34]=[CH:33][CH:32]=[C:14]([C:15]([N:46]3[CH2:45][CH2:44][N:43]([CH2:42][CH2:41][C:35]4[CH:40]=[CH:39][CH:38]=[CH:37][CH:36]=4)[CH2:48][CH2:47]3)=[O:16])[CH:13]=1)[CH2:7]2, predict the reactants needed to synthesize it. The reactants are: [Cl:1][C:2]1[CH:3]=[CH:4][CH:5]=[C:6]2[C:10]=1[C:9](=[O:11])[N:8]([C:12]1[CH:13]=[C:14]([CH:32]=[CH:33][CH:34]=1)[C:15](NCCC1CCN(C3C=CN=CC=3)CC1)=[O:16])[CH2:7]2.[C:35]1([CH2:41][CH2:42][N:43]2[CH2:48][CH2:47][NH:46][CH2:45][CH2:44]2)[CH:40]=[CH:39][CH:38]=[CH:37][CH:36]=1.ClC1C=CC=C2C=1C(=O)N(C1C=C(C=CC=1)C(O)=O)C2. (4) Given the product [OH:8][CH2:9][CH2:10][N:11]1[C:15]([C:16]2[CH2:21][CH2:20][C:19]([CH3:23])([CH3:22])[CH:18]([N:24]([CH3:37])[C:25]3[CH:32]=[CH:31][C:28]([C:29]#[N:30])=[C:27]([C:33]([F:36])([F:35])[F:34])[CH:26]=3)[CH:17]=2)=[CH:14][N:13]=[CH:12]1, predict the reactants needed to synthesize it. The reactants are: C([O:8][CH2:9][CH2:10][N:11]1[C:15]([C:16]2[CH2:21][CH2:20][C:19]([CH3:23])([CH3:22])[CH:18]([N:24]([CH3:37])[C:25]3[CH:32]=[CH:31][C:28]([C:29]#[N:30])=[C:27]([C:33]([F:36])([F:35])[F:34])[CH:26]=3)[CH:17]=2)=[CH:14][N:13]=[CH:12]1)C1C=CC=CC=1.B(Cl)(Cl)Cl.C1COCC1. (5) Given the product [F:19][C:20]1[CH:25]=[C:24]([F:26])[CH:23]=[CH:22][C:21]=1[O:1][CH2:2][CH2:3][CH2:4][O:5][C:6]1[CH:11]=[CH:10][C:9]([CH2:12][C@H:13]([O:17][CH3:18])[C:14]([OH:16])=[O:15])=[CH:8][CH:7]=1, predict the reactants needed to synthesize it. The reactants are: [OH:1][CH2:2][CH2:3][CH2:4][O:5][C:6]1[CH:11]=[CH:10][C:9]([CH2:12][C@H:13]([O:17][CH3:18])[C:14]([OH:16])=[O:15])=[CH:8][CH:7]=1.[F:19][C:20]1[CH:25]=[C:24]([F:26])[CH:23]=[CH:22][C:21]=1O. (6) Given the product [NH:14]1[CH2:15][CH:16]([CH2:18][O:19][C:20]2[CH:25]=[CH:24][C:23]([C:26]3([CH2:32][N:33]4[CH2:34][CH2:35][O:36][CH2:37][CH2:38]4)[CH2:31][CH2:30][O:29][CH2:28][CH2:27]3)=[CH:22][CH:21]=2)[CH2:17]1, predict the reactants needed to synthesize it. The reactants are: C([N:14]1[CH2:17][CH:16]([CH2:18][O:19][C:20]2[CH:25]=[CH:24][C:23]([C:26]3([CH2:32][N:33]4[CH2:38][CH2:37][O:36][CH2:35][CH2:34]4)[CH2:31][CH2:30][O:29][CH2:28][CH2:27]3)=[CH:22][CH:21]=2)[CH2:15]1)(C1C=CC=CC=1)C1C=CC=CC=1.Cl.C(=O)([O-])[O-].[Na+].[Na+]. (7) Given the product [C:41]([O:45][C:46](=[O:76])[NH:47][C:48]1([C:52]2[CH:57]=[CH:56][C:55]([C:58]3[C:59](=[O:75])[C:60]4[C:61]([O:67][C:68]=3[C:69]3[CH:74]=[CH:73][CH:72]=[CH:71][CH:70]=3)=[C:62]([C:81]3[CH:80]=[N:79][N:78]([CH3:77])[CH:82]=3)[N:63]=[CH:64][CH:65]=4)=[CH:54][CH:53]=2)[CH2:51][CH2:50][CH2:49]1)([CH3:44])([CH3:43])[CH3:42], predict the reactants needed to synthesize it. The reactants are: C(OC(=O)NC1(C2C=CC(C3C(=O)C4C(=CC(C5NN=CC=5)=CC=4)OC=3C3C=CC=CC=3)=CC=2)CCC1)(C)(C)C.[C:41]([O:45][C:46](=[O:76])[NH:47][C:48]1([C:52]2[CH:57]=[CH:56][C:55]([C:58]3[C:59](=[O:75])[C:60]4[C:61]([O:67][C:68]=3[C:69]3[CH:74]=[CH:73][CH:72]=[CH:71][CH:70]=3)=[C:62](Cl)[N:63]=[CH:64][CH:65]=4)=[CH:54][CH:53]=2)[CH2:51][CH2:50][CH2:49]1)([CH3:44])([CH3:43])[CH3:42].[CH3:77][N:78]1[CH:82]=[C:81](B2OC(C)(C)C(C)(C)O2)[CH:80]=[N:79]1. (8) Given the product [C:4]([O:3][C:1]([N:8]1[CH2:13][CH2:12][CH2:11][CH:10]([CH2:14][O:15][S:24]([CH3:23])(=[O:26])=[O:25])[CH2:9]1)=[O:2])([CH3:7])([CH3:6])[CH3:5], predict the reactants needed to synthesize it. The reactants are: [C:1]([N:8]1[CH2:13][CH2:12][CH2:11][CH:10]([CH2:14][OH:15])[CH2:9]1)([O:3][C:4]([CH3:7])([CH3:6])[CH3:5])=[O:2].C(N(CC)CC)C.[CH3:23][S:24](Cl)(=[O:26])=[O:25]. (9) Given the product [Si:14]([O:13][CH2:12][CH2:11][O:10][C:3]1[CH:4]=[CH:5][C:6]([CH:8]=[O:9])=[N:7][C:2]=1[C:29]1[CH:28]=[CH:27][C:26]([S:23]([CH2:21][CH3:22])(=[O:25])=[O:24])=[CH:31][CH:30]=1)([C:17]([CH3:20])([CH3:19])[CH3:18])([CH3:16])[CH3:15], predict the reactants needed to synthesize it. The reactants are: Br[C:2]1[N:7]=[C:6]([CH:8]=[O:9])[CH:5]=[CH:4][C:3]=1[O:10][CH2:11][CH2:12][O:13][Si:14]([C:17]([CH3:20])([CH3:19])[CH3:18])([CH3:16])[CH3:15].[CH2:21]([S:23]([C:26]1[CH:31]=[CH:30][C:29](B(O)O)=[CH:28][CH:27]=1)(=[O:25])=[O:24])[CH3:22].C([O-])([O-])=O.[Na+].[Na+].